Dataset: Reaction yield outcomes from USPTO patents with 853,638 reactions. Task: Predict the reaction yield, written as a fraction of the theoretical maximum amount of product (1.0 means a 100% yield; for example, 0.34 means a 34% yield). (1) The reactants are [CH2:1]([O:8][C:9]1[C:17]([F:18])=[CH:16][CH:15]=[C:14]2[C:10]=1[C:11]([C:19](=[O:25])[C:20]([N:22]([CH3:24])[CH3:23])=[O:21])=[CH:12][NH:13]2)[C:2]1[CH:7]=[CH:6][CH:5]=[CH:4][CH:3]=1.C(OC1C=C2C(C=CN2)=CC=1F)C1C=CC=CC=1. No catalyst specified. The product is [CH2:1]([O:8][C:9]1[CH:10]=[C:14]2[C:15]([C:11]([C:19](=[O:25])[C:20]([N:22]([CH3:23])[CH3:24])=[O:21])=[CH:12][NH:13]2)=[CH:16][C:17]=1[F:18])[C:2]1[CH:3]=[CH:4][CH:5]=[CH:6][CH:7]=1. The yield is 0.820. (2) The reactants are O[CH:2]([C:21]1[S:22][CH:23]=[CH:24][C:25]=1[NH:26][C:27](=[O:32])C(C)(C)C)[CH:3]([CH:8]1[CH2:13][CH2:12][N:11](C(OC(C)(C)C)=O)[CH2:10][CH2:9]1)C(OC)=O.O.Cl. The catalyst is CO. The product is [NH:11]1[CH2:10][CH2:9][CH:8]([C:3]2[C:27](=[O:32])[NH:26][C:25]3[CH:24]=[CH:23][S:22][C:21]=3[CH:2]=2)[CH2:13][CH2:12]1. The yield is 0.970. (3) The reactants are [OH:1][C:2]1([C:14]2[N:22](C3CCCCO3)[C:21]3[C:20](=[O:29])[N:19]([CH2:30][CH2:31][CH3:32])[C:18](=[O:33])[N:17]([CH2:34][CH2:35][CH3:36])[C:16]=3[N:15]=2)[CH2:8][CH:7]2[O:9][CH:4]([CH:5]([CH2:12][OH:13])[CH:6]2[CH2:10][OH:11])[CH2:3]1.Cl. The catalyst is C1COCC1.CO. The product is [OH:1][C:2]1([C:14]2[NH:22][C:21]3[C:20](=[O:29])[N:19]([CH2:30][CH2:31][CH3:32])[C:18](=[O:33])[N:17]([CH2:34][CH2:35][CH3:36])[C:16]=3[N:15]=2)[CH2:3][CH:4]2[O:9][CH:7]([CH:6]([CH2:10][OH:11])[CH:5]2[CH2:12][OH:13])[CH2:8]1. The yield is 0.100. (4) The reactants are [Cl:1][C:2]1[N:11]=[C:10]([NH:12][C:13]2[CH:14]=[N:15][C:16]([O:19][CH3:20])=[CH:17][CH:18]=2)[C:9]2[C:4](=[CH:5][CH:6]=[CH:7][CH:8]=2)[N:3]=1.[CH3:21]I.[H-].[Na+]. The catalyst is CN(C=O)C. The product is [Cl:1][C:2]1[N:11]=[C:10]([N:12]([C:13]2[CH:14]=[N:15][C:16]([O:19][CH3:20])=[CH:17][CH:18]=2)[CH3:21])[C:9]2[C:4](=[CH:5][CH:6]=[CH:7][CH:8]=2)[N:3]=1. The yield is 0.700. (5) The reactants are [CH3:1][N:2]1[C@@H:19]2[CH2:20][C:7]3[CH:8]=[CH:9][C:10]([O:22][CH3:23])=[C:11]4[O:12][C@H:13]5[C:14]([CH2:16][CH2:17][C@:18]2([OH:21])[C@:5]5([C:6]=34)[CH2:4][CH2:3]1)=[O:15].Cl. The catalyst is C(Cl)(Cl)Cl. The product is [CH3:1][N:2]1[C@@H:19]2[CH2:20][C:7]3[CH:8]=[CH:9][C:10]([O:22][CH3:23])=[C:11]4[O:12][C@H:13]5[C:14]([CH2:16][CH2:17][C@:18]2([OH:21])[C@:5]5([C:6]=34)[CH2:4][CH2:3]1)=[O:15]. The yield is 0.930. (6) The reactants are [CH3:1][CH:2]1[CH2:7][CH:6]([CH3:8])[CH2:5][N:4]([S:9]([C:12]2[CH:25]=[CH:24][C:23]3[N:22]([CH3:26])[C:21]4[C:16](=[CH:17][C:18]([S:27]([N:30]5[CH2:35][CH:34]([CH3:36])[CH2:33][CH:32]([CH3:37])[CH2:31]5)(=[O:29])=[O:28])=[CH:19][CH:20]=4)[C:15](=S)[C:14]=3[CH:13]=2)(=[O:11])=[O:10])[CH2:3]1.[CH3:39][N:40]([CH2:42][CH2:43][CH2:44][NH2:45])[CH3:41]. The catalyst is N1C=CC=CC=1. The product is [CH3:36][CH:34]1[CH2:33][CH:32]([CH3:37])[CH2:31][N:30]([S:27]([C:18]2[CH:19]=[CH:20][C:21]3[N:22]([CH3:26])[C:23]4[C:14](=[CH:13][C:12]([S:9]([N:4]5[CH2:3][CH:2]([CH3:1])[CH2:7][CH:6]([CH3:8])[CH2:5]5)(=[O:11])=[O:10])=[CH:25][CH:24]=4)[C:15](=[N:45][CH2:44][CH2:43][CH2:42][N:40]([CH3:41])[CH3:39])[C:16]=3[CH:17]=2)(=[O:28])=[O:29])[CH2:35]1. The yield is 0.850. (7) The reactants are [CH3:1][O:2][C:3](=[O:64])[NH:4][CH:5]([C:58]1[CH:63]=[CH:62][CH:61]=[CH:60][CH:59]=1)[C:6]([N:8]1[CH2:12][CH2:11][CH2:10][CH:9]1[C:13]1[NH:14][C:15]([C:18]2[CH:23]=[CH:22][C:21]([C:24]3[CH:33]=[CH:32][C:31]4[C:26](=[CH:27][CH:28]=[C:29]([C:34]5[NH:35][C:36]([CH:39]6[CH2:43][CH2:42][CH2:41][N:40]6[C:44](=[O:57])[CH:45]([NH:52][C:53]([O:55][CH3:56])=[O:54])[CH:46]6[CH2:51][CH2:50]O[CH2:48][CH2:47]6)=[N:37][CH:38]=5)[CH:30]=4)[CH:25]=3)=[CH:20][CH:19]=2)=[CH:16][N:17]=1)=[O:7].C(C(CC)C(NC(OC)=O)C(O)=O)C. No catalyst specified. The product is [CH3:56][O:55][C:53](=[O:54])[NH:52][CH:45]([C:44]([N:40]1[CH2:41][CH2:42][CH2:43][CH:39]1[C:36]1[NH:35][C:34]([C:29]2[CH:28]=[CH:27][C:26]3[C:31](=[CH:32][CH:33]=[C:24]([C:21]4[CH:20]=[CH:19][C:18]([C:15]5[NH:14][C:13]([CH:9]6[CH2:10][CH2:11][CH2:12][N:8]6[C:6](=[O:7])[CH:5]([NH:4][C:3]([O:2][CH3:1])=[O:64])[C:58]6[CH:63]=[CH:62][CH:61]=[CH:60][CH:59]=6)=[N:17][CH:16]=5)=[CH:23][CH:22]=4)[CH:25]=3)[CH:30]=2)=[CH:38][N:37]=1)=[O:57])[CH:46]([CH2:51][CH3:50])[CH2:47][CH3:48]. The yield is 0.210.